Dataset: Catalyst prediction with 721,799 reactions and 888 catalyst types from USPTO. Task: Predict which catalyst facilitates the given reaction. Reactant: C1C(CCC(C2C(O)=CC(O)=CC=2O[C@@H:18]2O[C@H:22]([CH2:24][OH:25])[C@@H:21]([OH:26])[C@H:20](O)[C@H:19]2[OH:28])=O)=CC=C(O)C=1.C([O-])(=[O:34])C.[Na+]. Product: [CH3:18][C:19]([CH2:20][C:21]([CH2:22][C:24]([OH:34])=[O:25])=[O:26])=[O:28]. The catalyst class is: 152.